This data is from Full USPTO retrosynthesis dataset with 1.9M reactions from patents (1976-2016). The task is: Predict the reactants needed to synthesize the given product. (1) Given the product [ClH:40].[ClH:40].[N:15]1([CH2:18][CH2:19][NH:20][C:21]([C:23]2[C:24]3[N:31]([CH2:32][CH3:33])[C:30]([C:34]4[C:38]([NH2:39])=[N:37][O:36][N:35]=4)=[N:29][C:25]=3[CH:26]=[N:27][CH:28]=2)=[O:22])[CH2:16][CH2:17][NH:12][CH2:13][CH2:14]1, predict the reactants needed to synthesize it. The reactants are: Br.C(OC([N:12]1[CH2:17][CH2:16][N:15]([CH2:18][CH2:19][NH:20][C:21]([C:23]2[C:24]3[N:31]([CH2:32][CH3:33])[C:30]([C:34]4[C:38]([NH2:39])=[N:37][O:36][N:35]=4)=[N:29][C:25]=3[CH:26]=[N:27][CH:28]=2)=[O:22])[CH2:14][CH2:13]1)=O)C1C=CC=CC=1.[Cl:40]CCl. (2) Given the product [NH:1]1[C:9]2[C:4](=[CH:5][CH:6]=[CH:7][CH:8]=2)[C:3](/[CH:10]=[CH:11]/[C:12]2[CH:20]=[CH:19][CH:18]=[CH:17][C:13]=2[C:14]2[O:16][C:23]3[CH:24]=[CH:25][C:26]([N+:28]([O-:30])=[O:29])=[CH:27][C:22]=3[N:21]=2)=[N:2]1, predict the reactants needed to synthesize it. The reactants are: [NH:1]1[C:9]2[C:4](=[CH:5][CH:6]=[CH:7][CH:8]=2)[C:3](/[CH:10]=[CH:11]/[C:12]2[CH:20]=[CH:19][CH:18]=[CH:17][C:13]=2[C:14]([OH:16])=O)=[N:2]1.[NH2:21][C:22]1[CH:27]=[C:26]([N+:28]([O-:30])=[O:29])[CH:25]=[CH:24][C:23]=1O.O.ON1C2C=CC=CC=2N=N1.C(Cl)CCl.O.C1(C)C=CC(S(O)(=O)=O)=CC=1. (3) Given the product [N:5]([C:6]1[CH:11]=[CH:10][C:1]([OH:2])=[CH:8][CH:7]=1)=[C:13]=[O:15], predict the reactants needed to synthesize it. The reactants are: [C:1](Cl)(Cl)=[O:2].[NH2:5][C:6]1[CH:11]=[CH:10]C=[CH:8][C:7]=1O.[C:13](OCC)(=[O:15])C. (4) Given the product [S:1]([O-:5])([O-:4])(=[O:3])=[O:2].[K+:6].[K+:6].[OH-:9].[Al+3:13].[OH-:16].[OH-:20], predict the reactants needed to synthesize it. The reactants are: [S:1]([O-:5])([O-:4])(=[O:3])=[O:2].[K+:6].[K+].S([O-])([O-])(=O)=[O:9].[Al+3:13].[K+].S([O-])([O-])(=O)=[O:16].[OH-:20].[K+]. (5) Given the product [CH3:18][O:17][C:14]1[CH:15]=[CH:16][C:7]([CH2:6][CH:2]2[S:23][C:22](=[O:27])[NH:21][C:3]2=[O:5])=[C:8]2[C:13]=1[N:12]([CH3:19])[C:11](=[O:20])[CH:10]=[CH:9]2, predict the reactants needed to synthesize it. The reactants are: Cl[CH:2]([CH2:6][C:7]1[CH:16]=[CH:15][C:14]([O:17][CH3:18])=[C:13]2[C:8]=1[CH:9]=[CH:10][C:11](=[O:20])[N:12]2[CH3:19])[C:3]([OH:5])=O.[NH2:21][C:22](N)=[S:23].C([O-])(=[O:27])C.[Na+]. (6) Given the product [Br:28][C:29]1[CH:36]=[CH:35][C:32]([CH2:33][N:3]2[C:4]3[C:9](=[CH:8][CH:7]=[CH:6][CH:5]=3)[C:10](=[O:27])[N:11]([CH2:12][C:13]3[CH:26]=[CH:25][C:16]([C:17]([NH:19][CH2:20][CH2:21][CH2:22][O:23][CH3:24])=[O:18])=[CH:15][CH:14]=3)[C:2]2=[O:1])=[CH:31][CH:30]=1, predict the reactants needed to synthesize it. The reactants are: [O:1]=[C:2]1[N:11]([CH2:12][C:13]2[CH:26]=[CH:25][C:16]([C:17]([NH:19][CH2:20][CH2:21][CH2:22][O:23][CH3:24])=[O:18])=[CH:15][CH:14]=2)[C:10](=[O:27])[C:9]2[C:4](=[CH:5][CH:6]=[CH:7][CH:8]=2)[NH:3]1.[Br:28][C:29]1[CH:36]=[CH:35][C:32]([CH2:33]Br)=[CH:31][CH:30]=1.C(=O)([O-])[O-].[K+].[K+]. (7) Given the product [CH3:1][CH2:2][C@@H:3]([C:5]([O:7][C@@H:8]1[C@@H:13]2[C@@H:14]([CH2:19][CH2:20][C@@H:21]([OH:29])[CH2:22][C@@H:23]([OH:28])[CH2:24][C:25]([OH:27])=[O:26])[C@@H:15]([CH3:18])[CH:16]=[CH:17][C:12]2=[CH:11][C@@H:10]([OH:30])[CH2:9]1)=[O:6])[CH3:4], predict the reactants needed to synthesize it. The reactants are: [CH3:1][CH2:2][C@@H:3]([C:5]([O:7][C@@H:8]1[C@@H:13]2[C@@H:14]([CH2:19][CH2:20][C@@H:21]([OH:29])[CH2:22][C@@H:23]([OH:28])[CH2:24][C:25]([O-:27])=[O:26])[C@@H:15]([CH3:18])[CH:16]=[CH:17][C:12]2=[CH:11][C@@H:10]([OH:30])[CH2:9]1)=[O:6])[CH3:4].[Na+].[OH-].[Na+].C(#N)C. (8) Given the product [CH2:22]1[C:23]2[C:28](=[CH:27][CH:26]=[CH:25][CH:24]=2)[CH2:29][CH2:30][CH:21]1[C:19]([NH2:18])=[O:20], predict the reactants needed to synthesize it. The reactants are: FC(F)(F)C1C=C(C=C([NH:18][C:19]([CH:21]2[CH2:30][CH2:29][C:28]3[C:23](=[CH:24][C:25](OC4C=CN=C(C5NC(C(F)(F)F)=CN=5)C=4)=[CH:26][CH:27]=3)[CH2:22]2)=[O:20])C=1)CNC(=O)OC(C)(C)C.Cl. (9) Given the product [CH3:42][O:41][C:33]1[C:32]([O:43][S:8](=[O:11])(=[O:10])[NH2:9])=[CH:31][C:30]2[CH2:29][CH2:28][CH:27]3[CH:36]([CH2:37][CH2:38][C:39]4([CH3:40])[CH:26]3[CH2:25][CH2:24][CH:23]4[O:22][CH2:21][CH2:20][O:19][S:8](=[O:11])(=[O:10])[NH2:9])[C:35]=2[CH:34]=1, predict the reactants needed to synthesize it. The reactants are: C1(C)C=CC=CC=1.[S:8](Cl)(=[O:11])(=[O:10])[NH2:9].CC(N(C)C)=O.[OH:19][CH2:20][CH2:21][O:22][CH:23]1[C:39]2([CH3:40])[CH:26]([CH:27]3[CH:36]([CH2:37][CH2:38]2)[C:35]2[CH:34]=[C:33]([O:41][CH3:42])[C:32]([OH:43])=[CH:31][C:30]=2[CH2:29][CH2:28]3)[CH2:25][CH2:24]1.